From a dataset of Peptide-MHC class II binding affinity with 134,281 pairs from IEDB. Regression. Given a peptide amino acid sequence and an MHC pseudo amino acid sequence, predict their binding affinity value. This is MHC class II binding data. (1) The peptide sequence is KYKIAGGIAGGLALL. The MHC is DRB1_1101 with pseudo-sequence DRB1_1101. The binding affinity (normalized) is 0.587. (2) The peptide sequence is LRGLLSTFIAALMGA. The MHC is HLA-DPA10201-DPB10501 with pseudo-sequence HLA-DPA10201-DPB10501. The binding affinity (normalized) is 0.330. (3) The peptide sequence is PRSLFPEFSELFAAF. The MHC is HLA-DPA10103-DPB10201 with pseudo-sequence HLA-DPA10103-DPB10201. The binding affinity (normalized) is 0.796. (4) The peptide sequence is ARVTVKDVTFRNITG. The MHC is DRB3_0101 with pseudo-sequence DRB3_0101. The binding affinity (normalized) is 0.211. (5) The peptide sequence is YDKFLAAVSTVLTGK. The binding affinity (normalized) is 0.702. The MHC is DRB1_0405 with pseudo-sequence DRB1_0405. (6) The peptide sequence is VFLQTHIFAEVLKDAIKDL. The MHC is HLA-DQA10401-DQB10402 with pseudo-sequence HLA-DQA10401-DQB10402. The binding affinity (normalized) is 0.536. (7) The peptide sequence is AEMLVLLENERTLDYYDS. The MHC is DRB1_0301 with pseudo-sequence DRB1_0301. The binding affinity (normalized) is 0.476. (8) The peptide sequence is DEPTLLYVLFEVFDV. The MHC is HLA-DPA10201-DPB11401 with pseudo-sequence HLA-DPA10201-DPB11401. The binding affinity (normalized) is 0.207.